Dataset: Peptide-MHC class II binding affinity with 134,281 pairs from IEDB. Task: Regression. Given a peptide amino acid sequence and an MHC pseudo amino acid sequence, predict their binding affinity value. This is MHC class II binding data. (1) The peptide sequence is YDKFLANVSRVLTGK. The MHC is DRB1_0404 with pseudo-sequence DRB1_0404. The binding affinity (normalized) is 0.389. (2) The peptide sequence is EAMEKELREAFRLYD. The MHC is DRB1_1201 with pseudo-sequence DRB1_1201. The binding affinity (normalized) is 0.235. (3) The peptide sequence is GELQIVGKIDAAFKI. The MHC is DRB5_0101 with pseudo-sequence DRB5_0101. The binding affinity (normalized) is 0.751. (4) The peptide sequence is WITQCFLPVFLAQPP. The MHC is HLA-DQA10501-DQB10201 with pseudo-sequence HLA-DQA10501-DQB10201. The binding affinity (normalized) is 0.391. (5) The peptide sequence is EYGNLSLSGIAQSASD. The MHC is DRB1_1301 with pseudo-sequence DRB1_1301. The binding affinity (normalized) is 0.517.